From a dataset of Reaction yield outcomes from USPTO patents with 853,638 reactions. Predict the reaction yield, written as a fraction of the theoretical maximum amount of product (1.0 means a 100% yield; for example, 0.34 means a 34% yield). The reactants are Br[CH2:2][C:3]1[CH:4]=[C:5]2[C:10](=[CH:11][CH:12]=1)[N:9]=[CH:8][CH:7]=[N:6]2.[C-:13]#[N:14].[Na+]. The catalyst is C(O)C. The product is [N:9]1[C:10]2[C:5](=[CH:4][C:3]([CH2:2][C:13]#[N:14])=[CH:12][CH:11]=2)[N:6]=[CH:7][CH:8]=1. The yield is 0.230.